Dataset: Full USPTO retrosynthesis dataset with 1.9M reactions from patents (1976-2016). Task: Predict the reactants needed to synthesize the given product. (1) Given the product [C:1]([NH:5][C:6]([N:28]1[CH2:27][CH2:26][CH:25]([N:23]2[C:22](=[O:31])[CH2:21][CH2:20][C:19]([C:13]3[CH:14]=[CH:15][C:16]([O:17][CH3:18])=[C:11]([O:10][CH3:9])[CH:12]=3)=[N:24]2)[CH2:30][CH2:29]1)=[O:7])([CH3:4])([CH3:3])[CH3:2], predict the reactants needed to synthesize it. The reactants are: [C:1]([N:5]=[C:6]=[O:7])([CH3:4])([CH3:3])[CH3:2].Cl.[CH3:9][O:10][C:11]1[CH:12]=[C:13]([C:19]2[CH:20](C)[CH2:21][C:22](=[O:31])[N:23]([CH:25]3[CH2:30][CH2:29][NH:28][CH2:27][CH2:26]3)[N:24]=2)[CH:14]=[CH:15][C:16]=1[O:17][CH3:18].C(N1CCC(N2C(=O)CC(C)C(C3C=CC(OC)=C(OC)C=3)=N2)CC1)(=O)C. (2) Given the product [NH2:5][CH2:4][C:3]([CH2:14][NH2:15])([OH:13])[C:2]([F:24])([F:23])[F:1], predict the reactants needed to synthesize it. The reactants are: [F:1][C:2]([F:24])([F:23])[C:3]([CH2:14][NH:15]CC1C=CC=CC=1)([OH:13])[CH2:4][NH:5]CC1C=CC=CC=1. (3) Given the product [CH2:1]([O:3][C:4]([C:6]1[C:10]([C:11]2[CH:16]=[CH:15][C:14]([CH3:17])=[CH:13][CH:12]=2)=[CH:9][S:8][C:7]=1[N:18]1[C:22](=[O:23])[C:21]2[C:20](=[CH:28][CH:27]=[CH:26][CH:25]=2)[C:19]1=[O:24])=[O:5])[CH3:2], predict the reactants needed to synthesize it. The reactants are: [CH2:1]([O:3][C:4]([C:6]1[C:10]([C:11]2[CH:16]=[CH:15][C:14]([CH3:17])=[CH:13][CH:12]=2)=[CH:9][S:8][C:7]=1[NH2:18])=[O:5])[CH3:2].[C:19]1(=O)[O:24][C:22](=[O:23])[C:21]2=[CH:25][CH:26]=[CH:27][CH:28]=[C:20]12. (4) Given the product [CH3:17][N:18]([CH3:19])[CH:6]([C:8]1[CH:13]=[CH:12][CH:11]=[C:10]([N+:14]([O-:16])=[O:15])[CH:9]=1)[CH3:7], predict the reactants needed to synthesize it. The reactants are: CS(O[CH:6]([C:8]1[CH:13]=[CH:12][CH:11]=[C:10]([N+:14]([O-:16])=[O:15])[CH:9]=1)[CH3:7])(=O)=O.[CH3:17][NH:18][CH3:19].C1COCC1. (5) Given the product [Br:1][C:11]1[N:12]([CH3:16])[C:13]2[C:9]([C:10]=1[CH2:17][CH2:18][C:19]([O:21][CH3:22])=[O:20])=[CH:8][C:7]([Cl:6])=[CH:15][CH:14]=2, predict the reactants needed to synthesize it. The reactants are: [Br:1][Si](C)(C)C.[Cl:6][C:7]1[CH:8]=[C:9]2[C:13](=[CH:14][CH:15]=1)[N:12]([CH3:16])[CH:11]=[C:10]2[CH2:17][CH2:18][C:19]([O:21][CH3:22])=[O:20].C(=O)([O-])[O-].[Na+].[Na+].